Dataset: Peptide-MHC class I binding affinity with 185,985 pairs from IEDB/IMGT. Task: Regression. Given a peptide amino acid sequence and an MHC pseudo amino acid sequence, predict their binding affinity value. This is MHC class I binding data. (1) The peptide sequence is SVFPFDGTR. The MHC is HLA-A02:03 with pseudo-sequence HLA-A02:03. The binding affinity (normalized) is 0.312. (2) The peptide sequence is ACQGVGGPGHK. The MHC is HLA-A26:01 with pseudo-sequence HLA-A26:01. The binding affinity (normalized) is 0. (3) The peptide sequence is FVDTMSIYIA. The MHC is HLA-A02:01 with pseudo-sequence HLA-A02:01. The binding affinity (normalized) is 0.316. (4) The peptide sequence is WSADGSSMY. The MHC is HLA-B27:05 with pseudo-sequence HLA-B27:05. The binding affinity (normalized) is 0.0847. (5) The peptide sequence is EYGFTRRFKF. The MHC is HLA-A29:02 with pseudo-sequence HLA-A29:02. The binding affinity (normalized) is 0.548. (6) The peptide sequence is AEHTGREIV. The MHC is HLA-B40:01 with pseudo-sequence HLA-B40:01. The binding affinity (normalized) is 0.618. (7) The peptide sequence is VGNVYVKD. The MHC is Mamu-B52 with pseudo-sequence Mamu-B52. The binding affinity (normalized) is 0.348. (8) The peptide sequence is VVFVVFMGV. The MHC is HLA-A68:02 with pseudo-sequence HLA-A68:02. The binding affinity (normalized) is 0.662. (9) The peptide sequence is THADVPVVL. The MHC is HLA-A69:01 with pseudo-sequence HLA-A69:01. The binding affinity (normalized) is 0.0847. (10) The peptide sequence is TVMDIISRR. The MHC is HLA-A68:01 with pseudo-sequence HLA-A68:01. The binding affinity (normalized) is 0.875.